Dataset: Peptide-MHC class I binding affinity with 185,985 pairs from IEDB/IMGT. Task: Regression. Given a peptide amino acid sequence and an MHC pseudo amino acid sequence, predict their binding affinity value. This is MHC class I binding data. (1) The peptide sequence is IAIPAHVRL. The MHC is HLA-A69:01 with pseudo-sequence HLA-A69:01. The binding affinity (normalized) is 0.499. (2) The peptide sequence is LLTTSGVSAI. The MHC is HLA-A02:01 with pseudo-sequence HLA-A02:01. The binding affinity (normalized) is 0.352. (3) The peptide sequence is RQYTAFTLP. The MHC is Mamu-B08 with pseudo-sequence Mamu-B08. The binding affinity (normalized) is 0.439. (4) The peptide sequence is LIPLTLVDAI. The MHC is Mamu-A01 with pseudo-sequence Mamu-A01. The binding affinity (normalized) is 0.108. (5) The peptide sequence is RLITVNPIV. The MHC is HLA-A02:01 with pseudo-sequence HLA-A02:01. The binding affinity (normalized) is 0.818. (6) The peptide sequence is GHFPLQHAL. The MHC is HLA-A02:16 with pseudo-sequence HLA-A02:16. The binding affinity (normalized) is 0.0847. (7) The peptide sequence is ERILSTYLGR. The MHC is HLA-A02:02 with pseudo-sequence HLA-A02:02. The binding affinity (normalized) is 0. (8) The peptide sequence is WMAPSLTES. The MHC is HLA-A02:01 with pseudo-sequence HLA-A02:01. The binding affinity (normalized) is 0.189. (9) The peptide sequence is EIAQHGAWY. The MHC is HLA-B18:01 with pseudo-sequence HLA-B18:01. The binding affinity (normalized) is 0.415.